This data is from Reaction yield outcomes from USPTO patents with 853,638 reactions. The task is: Predict the reaction yield, written as a fraction of the theoretical maximum amount of product (1.0 means a 100% yield; for example, 0.34 means a 34% yield). (1) The reactants are [Cl:1][C:2]1[CH:11]=[C:10]2[C:5]([CH:6]=[CH:7]O[C:9]2=[O:12])=[CH:4][CH:3]=1.[NH2:13][C@@H:14]([CH2:22][CH3:23])[C:15]([O:17][C:18]([CH3:21])([CH3:20])[CH3:19])=[O:16]. No catalyst specified. The product is [C:18]([O:17][C:15](=[O:16])[CH:14]([N:13]1[CH:7]([NH:13][CH:14]([C:15]([O:17][C:18]([CH3:19])([CH3:21])[CH3:20])=[O:16])[CH2:22][CH3:23])[CH2:6][C:5]2[C:10](=[CH:11][C:2]([Cl:1])=[CH:3][CH:4]=2)[C:9]1=[O:12])[CH2:22][CH3:23])([CH3:19])([CH3:21])[CH3:20]. The yield is 0.640. (2) The product is [CH2:1]([O:8][C:9]1[CH:17]=[C:16]([O:18][CH2:19][C:20]2[CH:21]=[CH:22][CH:23]=[CH:24][CH:25]=2)[C:15]([C:26]([CH3:28])=[CH2:27])=[CH:14][C:10]=1[C:11]([N:75]1[CH2:74][C:73]2[C:77](=[CH:78][CH:79]=[CH:80][C:72]=2[O:71][CH2:70][CH2:69][CH2:68][N:62]2[CH2:67][CH2:66][O:65][CH2:64][CH2:63]2)[CH2:76]1)=[O:13])[C:2]1[CH:3]=[CH:4][CH:5]=[CH:6][CH:7]=1. The reactants are [CH2:1]([O:8][C:9]1[CH:17]=[C:16]([O:18][CH2:19][C:20]2[CH:25]=[CH:24][CH:23]=[CH:22][CH:21]=2)[C:15]([C:26]([CH3:28])=[CH2:27])=[CH:14][C:10]=1[C:11]([OH:13])=O)[C:2]1[CH:7]=[CH:6][CH:5]=[CH:4][CH:3]=1.C(N(C(C)C)CC)(C)C.F[P-](F)(F)(F)(F)F.Br[P+](N1CCCC1)(N1CCCC1)N1CCCC1.[N:62]1([CH2:68][CH2:69][CH2:70][O:71][C:72]2[CH:80]=[CH:79][CH:78]=[C:77]3[C:73]=2[CH2:74][NH:75][CH2:76]3)[CH2:67][CH2:66][O:65][CH2:64][CH2:63]1. The yield is 1.00. The catalyst is C(Cl)Cl.C(OCC)(=O)C. (3) The reactants are [Cl:1][C:2]1[CH:21]=[CH:20][C:5]([CH2:6][N:7]2[CH:12]=[C:11]([C:13]([O:15][CH2:16][CH3:17])=[O:14])[C:10](O)=[CH:9][C:8]2=[O:19])=[CH:4][CH:3]=1.P(Cl)(Cl)([Cl:24])=O. The catalyst is C(=O)([O-])O.[Na+]. The product is [Cl:24][C:10]1[C:11]([C:13]([O:15][CH2:16][CH3:17])=[O:14])=[CH:12][N:7]([CH2:6][C:5]2[CH:20]=[CH:21][C:2]([Cl:1])=[CH:3][CH:4]=2)[C:8](=[O:19])[CH:9]=1. The yield is 0.510. (4) The reactants are [Br:1][C:2]1[CH:3]=[N:4][C:5](Cl)=[N:6][CH:7]=1.[CH3:9][O:10][C:11]1[CH:18]=[CH:17][C:14]([CH2:15][NH2:16])=[CH:13][CH:12]=1. No catalyst specified. The product is [Br:1][C:2]1[CH:3]=[N:4][C:5]([NH:16][CH2:15][C:14]2[CH:17]=[CH:18][C:11]([O:10][CH3:9])=[CH:12][CH:13]=2)=[N:6][CH:7]=1. The yield is 0.980. (5) The reactants are [CH:1]1([CH2:4][N:5]2[CH:9]=[C:8](B(O)O)[C:7]([N+:13]([O-:15])=[O:14])=[N:6]2)[CH2:3][CH2:2]1.Cl[C:17]1[N:22]=[C:21]([NH:23][C:24]2[N:29]=[CH:28][C:27]3[N:30]=[C:31]([CH3:36])[N:32]([CH:33]([CH3:35])[CH3:34])[C:26]=3[CH:25]=2)[CH:20]=[CH:19][N:18]=1.C(=O)([O-])[O-].[Na+].[Na+]. The catalyst is O1CCOCC1.O.[Pd].C1(P(C2C=CC=CC=2)C2C=CC=CC=2)C=CC=CC=1.C1(P(C2C=CC=CC=2)C2C=CC=CC=2)C=CC=CC=1.C1(P(C2C=CC=CC=2)C2C=CC=CC=2)C=CC=CC=1.C1(P(C2C=CC=CC=2)C2C=CC=CC=2)C=CC=CC=1. The product is [CH:1]1([CH2:4][N:5]2[CH:9]=[C:8]([C:17]3[N:22]=[C:21]([NH:23][C:24]4[N:29]=[CH:28][C:27]5[N:30]=[C:31]([CH3:36])[N:32]([CH:33]([CH3:34])[CH3:35])[C:26]=5[CH:25]=4)[CH:20]=[CH:19][N:18]=3)[C:7]([N+:13]([O-:15])=[O:14])=[N:6]2)[CH2:3][CH2:2]1. The yield is 0.450. (6) The reactants are F[C:2]1[CH:9]=[CH:8][C:5]([CH:6]=[O:7])=[CH:4][CH:3]=1.C([O-])([O-])=O.[K+].[K+].[NH:16]1[CH:20]=[N:19][CH:18]=[N:17]1. The catalyst is CN(C=O)C.O. The product is [N:16]1([C:2]2[CH:9]=[CH:8][C:5]([CH:6]=[O:7])=[CH:4][CH:3]=2)[CH:20]=[N:19][CH:18]=[N:17]1. The yield is 0.650. (7) The reactants are Cl.[NH:2]([C:4]1[CH:11]=[CH:10][C:7]([C:8]#[N:9])=[CH:6][CH:5]=1)N.[CH2:12]1[CH2:19][C:17](=O)[C:15](=[O:16])[CH2:14][CH2:13]1. The catalyst is CO.CC(O)=O.Cl. The product is [O:16]=[C:15]1[C:14]2[NH:2][C:4]3[C:11](=[CH:10][C:7]([C:8]#[N:9])=[CH:6][CH:5]=3)[C:13]=2[CH2:12][CH2:19][CH2:17]1. The yield is 0.890.